This data is from Forward reaction prediction with 1.9M reactions from USPTO patents (1976-2016). The task is: Predict the product of the given reaction. (1) Given the reactants [CH2:1]([O:3][C:4]([C:6]1[N:7]=[C:8]([C:19]2[C:24]([Cl:25])=[CH:23][CH:22]=[CH:21][C:20]=2[Cl:26])[N:9]([C:11]2[CH:16]=[CH:15][C:14](Br)=[CH:13][C:12]=2[Cl:18])[CH:10]=1)=[O:5])[CH3:2].[CH3:27][S:28]([C:31]1[CH:32]=[C:33](B(O)O)[CH:34]=[CH:35][CH:36]=1)(=[O:30])=[O:29].C([O-])([O-])=O.[K+].[K+].COCCOC, predict the reaction product. The product is: [CH2:1]([O:3][C:4]([C:6]1[N:7]=[C:8]([C:19]2[C:24]([Cl:25])=[CH:23][CH:22]=[CH:21][C:20]=2[Cl:26])[N:9]([C:11]2[CH:16]=[CH:15][C:14]([C:35]3[CH:34]=[CH:33][CH:32]=[C:31]([S:28]([CH3:27])(=[O:30])=[O:29])[CH:36]=3)=[CH:13][C:12]=2[Cl:18])[CH:10]=1)=[O:5])[CH3:2]. (2) Given the reactants [CH:1]1([C@H:4]([O:6][C:7](=[O:30])[NH:8][C:9]2[CH:14]=[CH:13][C:12]([C:15]3[N:16]([CH:27]4[CH2:29][CH2:28]4)[C:17]4[C:22]([C:23]=3[C:24]#[N:25])=[CH:21][CH:20]=[C:19]([OH:26])[CH:18]=4)=[CH:11][CH:10]=2)[CH3:5])[CH2:3][CH2:2]1.C([O-])([O-])=O.[Cs+].[Cs+].Cl[C:38]1[N:43]=[CH:42][CH:41]=[CH:40][N:39]=1.O, predict the reaction product. The product is: [CH:1]1([C@H:4]([O:6][C:7](=[O:30])[NH:8][C:9]2[CH:14]=[CH:13][C:12]([C:15]3[N:16]([CH:27]4[CH2:28][CH2:29]4)[C:17]4[C:22]([C:23]=3[C:24]#[N:25])=[CH:21][CH:20]=[C:19]([O:26][C:38]3[N:43]=[CH:42][CH:41]=[CH:40][N:39]=3)[CH:18]=4)=[CH:11][CH:10]=2)[CH3:5])[CH2:3][CH2:2]1. (3) Given the reactants [NH2:1][C:2]1[N:7]=[CH:6][C:5]([N:8]2[CH2:21][C:10]3([CH2:13][N:12]([C:14]([O:16][C:17]([CH3:20])([CH3:19])[CH3:18])=[O:15])[CH2:11]3)[CH2:9]2)=[CH:4][CH:3]=1.Br[C:23]1[C:24](=[O:31])[N:25]([CH3:30])[N:26]=[C:27]([Cl:29])[CH:28]=1.CC1(C)C2C(=C(P(C3C=CC=CC=3)C3C=CC=CC=3)C=CC=2)OC2C(P(C3C=CC=CC=3)C3C=CC=CC=3)=CC=CC1=2.C([O-])([O-])=O.[Cs+].[Cs+], predict the reaction product. The product is: [C:17]([O:16][C:14]([N:12]1[CH2:13][C:10]2([CH2:9][N:8]([C:5]3[CH:6]=[N:7][C:2]([NH:1][C:23]4[C:24](=[O:31])[N:25]([CH3:30])[N:26]=[C:27]([Cl:29])[CH:28]=4)=[CH:3][CH:4]=3)[CH2:21]2)[CH2:11]1)=[O:15])([CH3:18])([CH3:20])[CH3:19]. (4) Given the reactants [F:1][C:2]1[CH:7]=[CH:6][C:5]([C:8]2([C:21]3[CH:26]=[CH:25][C:24]([F:27])=[CH:23][CH:22]=3)[CH2:13][CH2:12][CH2:11][N:10]([CH2:14][C:15]([O:17]CC)=[O:16])[C:9]2=[O:20])=[CH:4][CH:3]=1.[OH-].[Li+], predict the reaction product. The product is: [F:27][C:24]1[CH:23]=[CH:22][C:21]([C:8]2([C:5]3[CH:4]=[CH:3][C:2]([F:1])=[CH:7][CH:6]=3)[CH2:13][CH2:12][CH2:11][N:10]([CH2:14][C:15]([OH:17])=[O:16])[C:9]2=[O:20])=[CH:26][CH:25]=1.